Dataset: Catalyst prediction with 721,799 reactions and 888 catalyst types from USPTO. Task: Predict which catalyst facilitates the given reaction. (1) Reactant: [Cl:1][C:2]1[CH:7]=[CH:6][C:5]([CH2:8][CH2:9]O)=[CH:4][CH:3]=1.CN(C)C=O.S(Cl)([Cl:18])=O.O. Product: [Cl:1][C:2]1[CH:7]=[CH:6][C:5]([CH2:8][CH2:9][Cl:18])=[CH:4][CH:3]=1. The catalyst class is: 11. (2) Reactant: [Br:1]Br.[CH3:3][C:4]1[N:9]=[C:8]([C:10]2[CH:15]=[CH:14][CH:13]=[CH:12][C:11]=2[O:16][CH3:17])[N:7]([C:18]2[CH:23]=[CH:22][C:21]([CH:24]([CH3:26])[CH3:25])=[CH:20][CH:19]=2)[C:6](=[O:27])[CH:5]=1. Product: [Br:1][C:5]1[C:6](=[O:27])[N:7]([C:18]2[CH:19]=[CH:20][C:21]([CH:24]([CH3:25])[CH3:26])=[CH:22][CH:23]=2)[C:8]([C:10]2[CH:15]=[CH:14][CH:13]=[CH:12][C:11]=2[O:16][CH3:17])=[N:9][C:4]=1[CH3:3]. The catalyst class is: 699. (3) Reactant: [F:1][C:2]1[CH:7]=[CH:6][C:5]([NH:8][C:9]2[C:14]3[C:15](=[O:18])[NH:16][CH2:17][C:13]=3[CH:12]=[C:11]([NH:19][C@@H:20]3[CH2:25][CH2:24][CH2:23][CH2:22][C@@H:21]3[NH:26]C(=O)OC(C)(C)C)[N:10]=2)=[CH:4][C:3]=1[CH3:34].C(O)(C(F)(F)F)=O. Product: [NH2:26][C@H:21]1[CH2:22][CH2:23][CH2:24][CH2:25][C@H:20]1[NH:19][C:11]1[N:10]=[C:9]([NH:8][C:5]2[CH:6]=[CH:7][C:2]([F:1])=[C:3]([CH3:34])[CH:4]=2)[C:14]2[C:15](=[O:18])[NH:16][CH2:17][C:13]=2[CH:12]=1. The catalyst class is: 2. (4) Reactant: [CH3:1][O:2][C:3]1[C:4]([N+:18]([O-])=O)=[CH:5][C:6]([CH3:17])=[C:7]([C:9]([N:11]2[CH2:16][CH2:15][O:14][CH2:13][CH2:12]2)=[O:10])[CH:8]=1.O.O.Cl[Sn]Cl.[OH-].[Na+].C(Cl)Cl. Product: [NH2:18][C:4]1[C:3]([O:2][CH3:1])=[CH:8][C:7]([C:9]([N:11]2[CH2:12][CH2:13][O:14][CH2:15][CH2:16]2)=[O:10])=[C:6]([CH3:17])[CH:5]=1. The catalyst class is: 40. (5) Reactant: C(=O)([O-])[O-].[Cs+].[Cs+].[Cl:7][C:8]1[CH:13]=[CH:12][C:11]([OH:14])=[C:10]([C:15]([CH3:21])([CH3:20])[C:16]([F:19])([F:18])[F:17])[CH:9]=1.CS(O[CH2:27][C@@H:28]([NH:30][C:31]([O:33][C:34]([CH3:37])([CH3:36])[CH3:35])=[O:32])[CH3:29])(=O)=O.O. Product: [C:34]([O:33][C:31](=[O:32])[NH:30][C@@H:28]([CH3:27])[CH2:29][O:14][C:11]1[CH:12]=[CH:13][C:8]([Cl:7])=[CH:9][C:10]=1[C:15]([CH3:21])([CH3:20])[C:16]([F:17])([F:18])[F:19])([CH3:37])([CH3:36])[CH3:35]. The catalyst class is: 9. (6) Product: [C:35]([O:28][C@@H:23]([C:14]1[C:13]([CH3:29])=[N:12][C:11]2[N:10]([N:9]=[C:8]([C:4]3[CH:5]=[CH:6][CH:7]=[C:2]([Cl:1])[CH:3]=3)[CH:30]=2)[C:15]=1[C:16]1[CH:17]=[CH:18][C:19]([F:22])=[CH:20][CH:21]=1)[C:24]([O:26][CH3:27])=[O:25])([CH3:38])([CH3:37])[CH3:36]. Reactant: [Cl:1][C:2]1[CH:3]=[C:4]([C:8]2[CH:30]=[C:11]3[N:12]=[C:13]([CH3:29])[C:14]([C@H:23]([OH:28])[C:24]([O:26][CH3:27])=[O:25])=[C:15]([C:16]4[CH:21]=[CH:20][C:19]([F:22])=[CH:18][CH:17]=4)[N:10]3[N:9]=2)[CH:5]=[CH:6][CH:7]=1.C(O[C:35]([CH3:38])([CH3:37])[CH3:36])(=O)C.Cl(O)(=O)(=O)=O. The catalyst class is: 158.